This data is from Catalyst prediction with 721,799 reactions and 888 catalyst types from USPTO. The task is: Predict which catalyst facilitates the given reaction. Reactant: [F:1][C:2]([F:11])([F:10])[CH2:3][CH2:4][CH:5]([C:8]#[N:9])[C:6]#[N:7].C(=O)([O-])[O-].[K+].[K+].Br[CH2:19][C:20]1[CH:25]=[CH:24][CH:23]=[C:22]([Cl:26])[N:21]=1. Product: [Cl:26][C:22]1[N:21]=[C:20]([CH2:19][C:5]([CH2:4][CH2:3][C:2]([F:10])([F:11])[F:1])([C:8]#[N:9])[C:6]#[N:7])[CH:25]=[CH:24][CH:23]=1. The catalyst class is: 9.